This data is from Full USPTO retrosynthesis dataset with 1.9M reactions from patents (1976-2016). The task is: Predict the reactants needed to synthesize the given product. (1) Given the product [NH2:16][C:14]1[N:13]2[N:28]=[C:29]([C:31]3[O:32][CH:33]=[CH:34][CH:35]=3)[N:30]=[C:12]2[CH:11]=[C:10]([CH2:9][OH:8])[N:15]=1, predict the reactants needed to synthesize it. The reactants are: [Si]([O:8][CH2:9][C:10]1[N:15]=[C:14]([NH:16]CC2C=CC(OC)=C(OC)C=2)[N:13]2[N:28]=[C:29]([C:31]3[O:32][CH:33]=[CH:34][CH:35]=3)[N:30]=[C:12]2[CH:11]=1)(C(C)(C)C)(C)C.C1(OC)C=CC=CC=1.FC(F)(F)S(O)(=O)=O.[OH-].[Na+]. (2) Given the product [CH3:16][C:17]1([CH3:25])[CH2:22][C:21](=[O:23])[CH:20]([CH:13]2[CH2:26][CH2:1][NH:11][CH:12]2[CH3:15])[C:19](=[O:24])[CH2:18]1, predict the reactants needed to synthesize it. The reactants are: [C:1]([NH:11][CH:12]([CH3:15])[CH:13]=O)(OCC1C=CC=CC=1)=O.[CH3:16][C:17]1([CH3:25])[CH2:22][C:21](=[O:23])[CH2:20][C:19](=[O:24])[CH2:18]1.[CH:26](OCC1C=CC=CC=1)=C.C(OC)(OC)OC.C([O-])(=O)C.C([O-])(=O)C.C([NH3+])C[NH3+]. (3) Given the product [C:15](=[N:5][C@@H:4]([CH2:6][C:7]1[CH:14]=[C:12]([OH:13])[C:10]([OH:11])=[CH:9][CH:8]=1)[C:2]([OH:3])=[O:1])=[O:17], predict the reactants needed to synthesize it. The reactants are: [O:1]=[C:2]([C@H:4]([CH2:6][C:7]1[CH:14]=[C:12]([OH:13])[C:10]([OH:11])=[CH:9][CH:8]=1)[NH2:5])[OH:3].[C:15](OC(=O)C)(=[O:17])C. (4) Given the product [CH:21]1([CH2:27][NH:1][CH2:2][CH2:3][NH:4][C:5]([CH:7]2[CH2:8][CH2:9][N:10]([C:13]3[C:14]([Cl:20])=[CH:15][N:16]=[CH:17][C:18]=3[Cl:19])[CH2:11][CH2:12]2)=[O:6])[CH2:26][CH2:25][CH2:24][CH2:23][CH2:22]1, predict the reactants needed to synthesize it. The reactants are: [NH2:1][CH2:2][CH2:3][NH:4][C:5]([CH:7]1[CH2:12][CH2:11][N:10]([C:13]2[C:18]([Cl:19])=[CH:17][N:16]=[CH:15][C:14]=2[Cl:20])[CH2:9][CH2:8]1)=[O:6].[CH:21]1([CH:27]=O)[CH2:26][CH2:25][CH2:24][CH2:23][CH2:22]1.C([BH3-])#N.[Na+]. (5) Given the product [C:28]([C:2]1[CH:3]=[C:4]([C:24]([F:26])([F:25])[F:27])[N:5]2[CH2:22][CH2:21][N:20]([CH3:23])[C:7]3([CH2:8][CH2:9][N:10]([C:13]([O:15][C:16]([CH3:19])([CH3:18])[CH3:17])=[O:14])[CH2:11][CH2:12]3)[C:6]=12)#[N:29], predict the reactants needed to synthesize it. The reactants are: Br[C:2]1[CH:3]=[C:4]([C:24]([F:27])([F:26])[F:25])[N:5]2[CH2:22][CH2:21][N:20]([CH3:23])[C:7]3([CH2:12][CH2:11][N:10]([C:13]([O:15][C:16]([CH3:19])([CH3:18])[CH3:17])=[O:14])[CH2:9][CH2:8]3)[C:6]=12.[C:28]([Zn]C#N)#[N:29]. (6) Given the product [Cl:26][C:27]1[CH:35]=[C:34]([C:36]([NH:38][CH2:39][C:40]2[CH:45]=[CH:44][CH:43]=[C:42]([OH:46])[CH:41]=2)=[O:37])[CH:33]=[CH:32][C:28]=1[C:29]([NH:15][C@H:14]([C:13]([O:12][CH3:11])=[O:25])[CH2:16][NH:17][C:18]([C:20]1[S:21][CH:22]=[CH:23][CH:24]=1)=[O:19])=[O:30], predict the reactants needed to synthesize it. The reactants are: C(N(C(C)C)CC)(C)C.Cl.[CH3:11][O:12][C:13](=[O:25])[C@H:14]([CH2:16][NH:17][C:18]([C:20]1[S:21][CH:22]=[CH:23][CH:24]=1)=[O:19])[NH2:15].[Cl:26][C:27]1[CH:35]=[C:34]([C:36]([NH:38][CH2:39][C:40]2[CH:45]=[CH:44][CH:43]=[C:42]([OH:46])[CH:41]=2)=[O:37])[CH:33]=[CH:32][C:28]=1[C:29](O)=[O:30].CN(C(ON1N=NC2C=CC=CC1=2)=[N+](C)C)C.F[P-](F)(F)(F)(F)F. (7) Given the product [C:52]([O:51][C:50](=[O:56])[NH:49][CH2:48][CH2:47][O:46][CH2:45][CH2:44][O:43][CH2:42][CH2:41][O:40][CH2:57][CH2:58][O:19][C:16]1[CH:17]=[CH:18][C:13]2[N:12]3[C:20]([CH3:23])=[N:21][N:22]=[C:11]3[C@H:10]([CH2:24][C:25]([NH:27][CH2:28][CH3:29])=[O:26])[N:9]=[C:8]([C:5]3[CH:6]=[CH:7][C:2]([Cl:1])=[CH:3][CH:4]=3)[C:14]=2[CH:15]=1)([CH3:55])([CH3:54])[CH3:53], predict the reactants needed to synthesize it. The reactants are: [Cl:1][C:2]1[CH:7]=[CH:6][C:5]([C:8]2[C:14]3[CH:15]=[C:16]([OH:19])[CH:17]=[CH:18][C:13]=3[N:12]3[C:20]([CH3:23])=[N:21][N:22]=[C:11]3[C@H:10]([CH2:24][C:25]([NH:27][CH2:28][CH3:29])=[O:26])[N:9]=2)=[CH:4][CH:3]=1.C(=O)([O-])[O-].[K+].[K+].CS([O:40][CH2:41][CH2:42][O:43][CH2:44][CH2:45][O:46][CH2:47][CH2:48][NH:49][C:50](=[O:56])[O:51][C:52]([CH3:55])([CH3:54])[CH3:53])(=O)=O.[C:57](#N)[CH3:58].